Dataset: Forward reaction prediction with 1.9M reactions from USPTO patents (1976-2016). Task: Predict the product of the given reaction. (1) Given the reactants [CH2:1]([O:8][C:9]1[CH:10]=[C:11]2[CH2:24][CH2:23][CH2:22][C:13]3=[N:14][N:15]([CH2:18][CH:19](O)[CH3:20])[C:16]([CH:17]=1)=[C:12]23)[C:2]1[CH:7]=[CH:6][CH:5]=[CH:4][CH:3]=1.C(N(CC)CC)C.CS(Cl)(=O)=O.[N-:37]=[N+:38]=[N-:39].[Na+], predict the reaction product. The product is: [N:37]([CH:19]([CH3:20])[CH2:18][N:15]1[C:16]2[CH:17]=[C:9]([O:8][CH2:1][C:2]3[CH:7]=[CH:6][CH:5]=[CH:4][CH:3]=3)[CH:10]=[C:11]3[CH2:24][CH2:23][CH2:22][C:13]([C:12]=23)=[N:14]1)=[N+:38]=[N-:39]. (2) Given the reactants [Cl:1][C:2]1[C:8]([O:9][CH3:10])=[CH:7][C:5]([NH2:6])=[C:4]([CH:11]2[CH2:13][CH2:12]2)[CH:3]=1.[CH3:14][S:15](Cl)(=[O:17])=[O:16], predict the reaction product. The product is: [Cl:1][C:2]1[C:8]([O:9][CH3:10])=[CH:7][C:5]([N:6]([S:15]([CH3:14])(=[O:17])=[O:16])[S:15]([CH3:14])(=[O:17])=[O:16])=[C:4]([CH:11]2[CH2:12][CH2:13]2)[CH:3]=1. (3) Given the reactants C(N(C(C)C)CC)(C)C.C1C=CC2N(O)N=NC=2C=1.FC(F)(F)C(O)=O.[Cl:27][CH2:28][CH2:29][CH2:30]/[C:31](=[CH:35]\[C:36]1[CH:41]=[CH:40][C:39]([N:42]2[CH:46]=[C:45]([CH3:47])[N:44]=[CH:43]2)=[C:38]([O:48][CH3:49])[CH:37]=1)/[C:32]([OH:34])=O.[F:50][C:51]1[CH:59]=[C:58]2[C:54]([CH2:55][CH2:56][CH:57]2[NH2:60])=[CH:53][C:52]=1[N:61]1[CH2:66][CH2:65][O:64][CH2:63][CH2:62]1, predict the reaction product. The product is: [F:50][C:51]1[CH:59]=[C:58]2[C:54]([CH2:55][CH2:56][CH:57]2[NH:60][C:32](=[O:34])/[C:31](=[CH:35]/[C:36]2[CH:41]=[CH:40][C:39]([N:42]3[CH:46]=[C:45]([CH3:47])[N:44]=[CH:43]3)=[C:38]([O:48][CH3:49])[CH:37]=2)/[CH2:30][CH2:29][CH2:28][Cl:27])=[CH:53][C:52]=1[N:61]1[CH2:66][CH2:65][O:64][CH2:63][CH2:62]1. (4) Given the reactants FC(F)(F)S(O[C:7]1[CH:12]=[CH:11][C:10]([C:13]2[N:14]=[CH:15][S:16][CH:17]=2)=[C:9]([CH3:18])[CH:8]=1)(=O)=O.C([Sn](CCCC)(CCCC)[C:26]([O:28]CC)=[CH2:27])CCC.[Cl-].[Li+], predict the reaction product. The product is: [CH3:18][C:9]1[CH:8]=[C:7]([C:26](=[O:28])[CH3:27])[CH:12]=[CH:11][C:10]=1[C:13]1[N:14]=[CH:15][S:16][CH:17]=1. (5) Given the reactants CS(OC)(=O)=O.[NH2:7][C:8]1[N:9]=[N:10][C:11]([C:15]2[CH:20]=[CH:19][CH:18]=[C:17]([Cl:21])[C:16]=2[Cl:22])=[C:12]([NH2:14])[N:13]=1.[CH3:23]N(C)C=O, predict the reaction product. The product is: [NH2:14][C:12]1[C:11]([C:15]2[CH:20]=[CH:19][CH:18]=[C:17]([Cl:21])[C:16]=2[Cl:22])=[N:10][N:9]([CH3:23])[C:8](=[NH:7])[N:13]=1. (6) Given the reactants [CH2:1]([S:4][S:4][CH2:1][CH2:2][CH3:3])[CH2:2][CH3:3].[C:9]1([CH3:18])[CH:14]=[CH:13][C:12]([S:15]([O-:17])=[O:16])=[CH:11][CH:10]=1.[Na+].II, predict the reaction product. The product is: [C:9]1([CH3:18])[CH:14]=[CH:13][C:12]([S:15](=[O:17])([S:4][CH2:1][CH2:2][CH3:3])=[O:16])=[CH:11][CH:10]=1. (7) The product is: [C:9]([O:13][C:14]([N:16]1[CH2:21][CH2:20][N:19]([C:2]2[CH:7]=[N:6][CH:5]=[C:4]([Cl:8])[N:3]=2)[CH2:18][CH2:17]1)=[O:15])([CH3:12])([CH3:10])[CH3:11]. Given the reactants Cl[C:2]1[CH:7]=[N:6][CH:5]=[C:4]([Cl:8])[N:3]=1.[C:9]([O:13][C:14]([N:16]1[CH2:21][CH2:20][NH:19][CH2:18][CH2:17]1)=[O:15])([CH3:12])([CH3:11])[CH3:10].C([O-])([O-])=O.[K+].[K+], predict the reaction product. (8) The product is: [C:19]([C:16]1[CH:17]=[CH:18][C:13]([CH2:12][C:11]([NH:10][CH:7]2[CH2:8][CH2:9][N:4]([CH2:3][CH2:2][NH:22][C:23]3[CH:28]=[CH:27][CH:26]=[CH:25][CH:24]=3)[CH2:5][CH2:6]2)=[O:21])=[CH:14][CH:15]=1)#[N:20]. Given the reactants Cl[CH2:2][CH2:3][N:4]1[CH2:9][CH2:8][CH:7]([NH:10][C:11](=[O:21])[CH2:12][C:13]2[CH:18]=[CH:17][C:16]([C:19]#[N:20])=[CH:15][CH:14]=2)[CH2:6][CH2:5]1.[NH2:22][C:23]1[CH:28]=[CH:27][CH:26]=[CH:25][CH:24]=1.[I-].[Na+].CCN(C(C)C)C(C)C, predict the reaction product.